This data is from Reaction yield outcomes from USPTO patents with 853,638 reactions. The task is: Predict the reaction yield, written as a fraction of the theoretical maximum amount of product (1.0 means a 100% yield; for example, 0.34 means a 34% yield). (1) The reactants are [C:1]([C:3]1[CH:4]=[C:5]([C:13]2[O:17][N:16]=[C:15]([C:18]3[CH:26]=[CH:25][CH:24]=[C:23]4[C:19]=3[CH2:20][CH2:21][C@@H:22]4[NH:27][S:28]([CH2:31][C:32](O)=[O:33])(=[O:30])=[O:29])[N:14]=2)[CH:6]=[CH:7][C:8]=1[O:9][CH:10]([CH3:12])[CH3:11])#[N:2].ON1C2C=CC=CC=2N=N1.C(Cl)CCl.[CH3:49][NH:50][CH3:51]. The yield is 0.700. The product is [C:1]([C:3]1[CH:4]=[C:5]([C:13]2[O:17][N:16]=[C:15]([C:18]3[CH:26]=[CH:25][CH:24]=[C:23]4[C:19]=3[CH2:20][CH2:21][C@@H:22]4[NH:27][S:28]([CH2:31][C:32]([N:50]([CH3:51])[CH3:49])=[O:33])(=[O:29])=[O:30])[N:14]=2)[CH:6]=[CH:7][C:8]=1[O:9][CH:10]([CH3:12])[CH3:11])#[N:2]. The catalyst is CN(C=O)C.O. (2) The reactants are [Br:1][C:2]1[N:7]=[C:6]([C:8]([NH2:11])([CH3:10])[CH3:9])[CH:5]=[CH:4][CH:3]=1.[OH-].[Na+].[C:14]([O:18][C:19](O[C:19]([O:18][C:14]([CH3:17])([CH3:16])[CH3:15])=[O:20])=[O:20])([CH3:17])([CH3:16])[CH3:15]. The catalyst is O.C(O)(C)(C)C. The product is [C:14]([O:18][C:19](=[O:20])[NH:11][C:8]([C:6]1[CH:5]=[CH:4][CH:3]=[C:2]([Br:1])[N:7]=1)([CH3:9])[CH3:10])([CH3:17])([CH3:16])[CH3:15]. The yield is 0.760. (3) The reactants are Cl[S:2]([N:5]=[C:6]=[O:7])(=[O:4])=[O:3].[C:8]([OH:12])([CH3:11])([CH3:10])[CH3:9].[N+:13]([C:16]1[CH:21]=[CH:20][C:19]([CH2:22][NH2:23])=[CH:18][CH:17]=1)([O-:15])=[O:14].C(N(CC)CC)C. The catalyst is ClCCl. The product is [N+:13]([C:16]1[CH:17]=[CH:18][C:19]([CH2:22][NH:23][S:2]([NH:5][C:6](=[O:7])[O:12][C:8]([CH3:11])([CH3:10])[CH3:9])(=[O:4])=[O:3])=[CH:20][CH:21]=1)([O-:15])=[O:14]. The yield is 0.510. (4) The reactants are [NH2:1][C:2]1[S:3][C:4]2[CH:10]=[CH:9][CH:8]=[CH:7][C:5]=2[N:6]=1.[CH3:11][C:12]1[CH:19]=[CH:18][C:15]([CH2:16][Cl:17])=[CH:14][CH:13]=1.[I-].[Na+]. The catalyst is COC(O)C. The product is [ClH:17].[CH3:11][C:12]1[CH:19]=[CH:18][C:15]([CH2:16][N:6]2[C:5]3[CH:7]=[CH:8][CH:9]=[CH:10][C:4]=3[S:3][C:2]2=[NH:1])=[CH:14][CH:13]=1. The yield is 0.350.